From a dataset of Full USPTO retrosynthesis dataset with 1.9M reactions from patents (1976-2016). Predict the reactants needed to synthesize the given product. (1) Given the product [CH3:1][N:2]([C:11]1[CH:12]=[CH:13][CH:14]=[C:15]2[C:19]=1[NH:18][C:17]([C:20]1[S:21][C:22]3([CH2:29][CH2:28][N:27]([CH2:36][C:32]4[N:31]([CH3:30])[CH:35]=[CH:34][N:33]=4)[CH2:26][CH2:25]3)[CH2:23][N:24]=1)=[CH:16]2)[S:3]([C:6]1[S:7][CH:8]=[CH:9][CH:10]=1)(=[O:4])=[O:5], predict the reactants needed to synthesize it. The reactants are: [CH3:1][N:2]([C:11]1[CH:12]=[CH:13][CH:14]=[C:15]2[C:19]=1[NH:18][C:17]([C:20]1[S:21][C:22]3([CH2:29][CH2:28][NH:27][CH2:26][CH2:25]3)[CH2:23][N:24]=1)=[CH:16]2)[S:3]([C:6]1[S:7][CH:8]=[CH:9][CH:10]=1)(=[O:5])=[O:4].[CH3:30][N:31]1[CH2:35][CH2:34][N:33]=[C:32]1[CH:36]=O.C(O[BH-](OC(=O)C)OC(=O)C)(=O)C.[Na+].O. (2) Given the product [N:7]1[N:8]2[C:9]([O:11][C:12]3[CH2:13][O:14][CH2:15][CH2:16][C:17]=32)=[CH:10][C:6]=1[C:4]([O:3][CH2:1][CH3:2])=[O:5], predict the reactants needed to synthesize it. The reactants are: [CH2:1]([O:3][C:4]([C:6]1[CH:10]=[C:9]([O:11][CH:12]2[C:17](=O)[CH2:16][CH2:15][O:14][CH2:13]2)[NH:8][N:7]=1)=[O:5])[CH3:2].CS(O)(=O)=O. (3) Given the product [Cl:7][C:8]1[C:16]([F:17])=[CH:15][C:11]([C:12]([NH:30][C@@H:28]([CH:25]2[CH2:27][CH2:26]2)[CH3:29])=[O:14])=[C:10]([F:18])[CH:9]=1, predict the reactants needed to synthesize it. The reactants are: C(Cl)(=O)C(Cl)=O.[Cl:7][C:8]1[C:16]([F:17])=[CH:15][C:11]([C:12]([OH:14])=O)=[C:10]([F:18])[CH:9]=1.C(=O)([O-])[O-].[K+].[K+].[CH:25]1([C@H:28]([NH2:30])[CH3:29])[CH2:27][CH2:26]1.